From a dataset of Reaction yield outcomes from USPTO patents with 853,638 reactions. Predict the reaction yield, written as a fraction of the theoretical maximum amount of product (1.0 means a 100% yield; for example, 0.34 means a 34% yield). The reactants are [Cl:1][C:2]1[C:3]([CH:9]=[N:10][OH:11])=[N:4][CH:5]=[C:6]([Cl:8])[CH:7]=1.ClN1C(=O)CCC1=O.[CH2:20]([O:22][C:23](=[O:27])[C:24]#[C:25][CH3:26])[CH3:21].C(N(CC)CC)C. The catalyst is CN(C)C=O.C(OCC)C.O. The product is [CH2:20]([O:22][C:23]([C:24]1[C:9]([C:3]2[C:2]([Cl:1])=[CH:7][C:6]([Cl:8])=[CH:5][N:4]=2)=[N:10][O:11][C:25]=1[CH3:26])=[O:27])[CH3:21]. The yield is 0.390.